Task: Predict the product of the given reaction.. Dataset: Forward reaction prediction with 1.9M reactions from USPTO patents (1976-2016) (1) The product is: [CH2:1]([O:8][CH2:11][CH:10]=[CH2:9])[C:2]1[CH:7]=[CH:6][CH:5]=[CH:4][CH:3]=1. Given the reactants [CH2:1]([OH:8])[C:2]1[CH:7]=[CH:6][CH:5]=[CH:4][CH:3]=1.[CH3:9][C:10](C)([O-])[CH3:11].[K+].C(Br)C=C.O, predict the reaction product. (2) Given the reactants [C:1]([O:5][C@@H:6]([C:12]1[C:13]([CH3:30])=[N:14][C:15]2[N:16]([N:19]=[C:20]([C:23]3[CH:28]=[CH:27][CH:26]=[C:25]([Cl:29])[CH:24]=3)[C:21]=2[CH3:22])[C:17]=1Cl)[C:7]([O:9][CH2:10][CH3:11])=[O:8])([CH3:4])([CH3:3])[CH3:2].[F:31][C:32]1[CH:33]=[C:34](B2OC(C)(C)C(C)(C)O2)[C:35]([CH3:42])=[C:36]2[C:41]=1[O:40][CH2:39][CH2:38][CH2:37]2.C([O-])([O-])=O.[K+].[K+], predict the reaction product. The product is: [C:1]([O:5][C@@H:6]([C:12]1[C:13]([CH3:30])=[N:14][C:15]2[N:16]([N:19]=[C:20]([C:23]3[CH:28]=[CH:27][CH:26]=[C:25]([Cl:29])[CH:24]=3)[C:21]=2[CH3:22])[C:17]=1[C:34]1[C:35]([CH3:42])=[C:36]2[C:41](=[C:32]([F:31])[CH:33]=1)[O:40][CH2:39][CH2:38][CH2:37]2)[C:7]([O:9][CH2:10][CH3:11])=[O:8])([CH3:2])([CH3:3])[CH3:4].